From a dataset of Catalyst prediction with 721,799 reactions and 888 catalyst types from USPTO. Predict which catalyst facilitates the given reaction. (1) Reactant: [NH2:1][C:2]1[C:3]([OH:12])=[C:4]([CH:9]=[CH:10][CH:11]=1)[C:5]([O:7][CH3:8])=[O:6].C([O-])([O-])=O.[K+].[K+].Br[CH2:20][CH2:21]Br. Product: [O:12]1[CH2:21][CH2:20][NH:1][C:2]2[CH:11]=[CH:10][CH:9]=[C:4]([C:5]([O:7][CH3:8])=[O:6])[C:3]1=2. The catalyst class is: 3. (2) Reactant: C([N:4]1[C:9]2=[CH:10][CH:11]=[C:12]3[C:17]([N:16]=[C:15]([CH:18]([CH3:20])[CH3:19])[N:14]([C:21]4[CH:26]=[CH:25][C:24]([Cl:27])=[CH:23][CH:22]=4)[C:13]3=[O:28])=[C:8]2[CH:7]([CH3:29])[CH2:6][CH2:5]1)(=O)C.[OH-].[K+]. Product: [Cl:27][C:24]1[CH:23]=[CH:22][C:21]([N:14]2[C:13](=[O:28])[C:12]3[C:17](=[C:8]4[CH:7]([CH3:29])[CH2:6][CH2:5][NH:4][C:9]4=[CH:10][CH:11]=3)[N:16]=[C:15]2[CH:18]([CH3:20])[CH3:19])=[CH:26][CH:25]=1. The catalyst class is: 24. (3) Reactant: N(C(OC(C)(C)C)=O)=NC(OC(C)(C)C)=O.[F:17][C:18]1[CH:19]=[CH:20][C:21]([N+:25]([O-:27])=[O:26])=[C:22]([OH:24])[CH:23]=1.[O:28]1[CH2:33][CH2:32][CH:31](O)[CH2:30][CH2:29]1.C1(P(C2C=CC=CC=2)C2C=CC=CC=2)C=CC=CC=1. Product: [F:17][C:18]1[CH:19]=[CH:20][C:21]([N+:25]([O-:27])=[O:26])=[C:22]([CH:23]=1)[O:24][CH:31]1[CH2:32][CH2:33][O:28][CH2:29][CH2:30]1. The catalyst class is: 2.